From a dataset of Forward reaction prediction with 1.9M reactions from USPTO patents (1976-2016). Predict the product of the given reaction. (1) Given the reactants [Cl:1][C:2]1[CH:26]=[CH:25][C:5]([CH2:6][N:7]2[C:15]3[C:10](=[CH:11][C:12]([CH:16]=[C:17]4[S:21][CH:20](SC)[NH:19][C:18]4=[O:24])=[CH:13][CH:14]=3)[CH:9]=[N:8]2)=[C:4]([C:27]([F:30])([F:29])[F:28])[CH:3]=1.[CH3:31][O:32][NH:33][CH3:34], predict the reaction product. The product is: [Cl:1][C:2]1[CH:26]=[CH:25][C:5]([CH2:6][N:7]2[C:15]3[C:10](=[CH:11][C:12]([CH:16]=[C:17]4[S:21][C:20]([N:33]([O:32][CH3:31])[CH3:34])=[N:19][C:18]4=[O:24])=[CH:13][CH:14]=3)[CH:9]=[N:8]2)=[C:4]([C:27]([F:28])([F:29])[F:30])[CH:3]=1. (2) Given the reactants [Cl:1][C:2]1[N:7]=[C:6]([N:8]([CH3:29])[C:9]2[CH:28]=[CH:27][C:12]3[N:13]([CH3:26])[C:14]([NH:16][CH2:17][C:18]4[CH:23]=[CH:22][C:21]([O:24][CH3:25])=[CH:20][CH:19]=4)=[N:15][C:11]=3[CH:10]=2)[CH:5]=[CH:4][N:3]=1.[CH3:30][NH:31][S:32]([CH2:35][CH2:36][C:37]1[CH:42]=[CH:41][C:40]([NH2:43])=[CH:39][CH:38]=1)(=[O:34])=[O:33], predict the reaction product. The product is: [ClH:1].[CH3:30][NH:31][S:32]([CH2:35][CH2:36][C:37]1[CH:38]=[CH:39][C:40]([NH:43][C:2]2[N:7]=[C:6]([N:8]([C:9]3[CH:28]=[CH:27][C:12]4[N:13]([CH3:26])[C:14]([NH:16][CH2:17][C:18]5[CH:23]=[CH:22][C:21]([O:24][CH3:25])=[CH:20][CH:19]=5)=[N:15][C:11]=4[CH:10]=3)[CH3:29])[CH:5]=[CH:4][N:3]=2)=[CH:41][CH:42]=1)(=[O:33])=[O:34]. (3) Given the reactants [CH3:1][O:2][C:3]1[CH:8]=[CH:7][C:6]([NH:9][C:10](=[O:15])[C:11]([CH3:14])([CH3:13])[CH3:12])=[C:5]([CH3:16])[CH:4]=1.[Li]CCCC.[CH2:22]1[O:25][C@@H:23]1[CH3:24], predict the reaction product. The product is: [OH:25][CH:23]([CH3:24])[CH2:22][CH2:16][C:5]1[CH:4]=[C:3]([O:2][CH3:1])[CH:8]=[CH:7][C:6]=1[NH:9][C:10](=[O:15])[C:11]([CH3:12])([CH3:13])[CH3:14]. (4) Given the reactants C(O[C:6]1(S(C2C=CC=CC=2)=O)[CH2:11][CH2:10][CH2:9][CH2:8][N:7]1[C:12]([OH:14])=[O:13])C#CC.BrC1C=CC(CBr)=CC=1.C(N(CC)CC)C.Cl, predict the reaction product. The product is: [N:7]1([C:12]([OH:14])=[O:13])[CH2:8][CH2:9][CH2:10][CH2:11][CH2:6]1. (5) Given the reactants [C:1]([O:5][C:6](=[O:36])[NH:7][C:8]1([C:12]2[CH:17]=[CH:16][C:15]([C:18]3[C:27](=[O:28])[C:26]4[C:21](=[CH:22][CH:23]=[C:24](F)[CH:25]=4)[O:20][C:19]=3[C:30]3[CH:35]=[CH:34][CH:33]=[CH:32][CH:31]=3)=[CH:14][CH:13]=2)[CH2:11][CH2:10][CH2:9]1)([CH3:4])([CH3:3])[CH3:2].IC1C(=O)C2C(=CC([O:49][C:50]([F:53])([F:52])[F:51])=CC=2)OC=1C1C=CC=CC=1, predict the reaction product. The product is: [C:1]([O:5][C:6](=[O:36])[NH:7][C:8]1([C:12]2[CH:13]=[CH:14][C:15]([C:18]3[C:27](=[O:28])[C:26]4[C:21](=[CH:22][C:23]([O:49][C:50]([F:53])([F:52])[F:51])=[CH:24][CH:25]=4)[O:20][C:19]=3[C:30]3[CH:31]=[CH:32][CH:33]=[CH:34][CH:35]=3)=[CH:16][CH:17]=2)[CH2:9][CH2:10][CH2:11]1)([CH3:4])([CH3:3])[CH3:2]. (6) Given the reactants [Br:1][C:2]1[CH:7]=[CH:6][C:5]([CH:8](Br)Br)=[C:4]([C:11]([F:14])([F:13])[F:12])[CH:3]=1.C1C[O:18]CC1.O, predict the reaction product. The product is: [Br:1][C:2]1[CH:7]=[CH:6][C:5]([CH:8]=[O:18])=[C:4]([C:11]([F:14])([F:13])[F:12])[CH:3]=1. (7) The product is: [F:19][CH:3]([F:2])[O:4][C:5]1[CH:10]=[CH:9][C:8]([C@@:11]23[CH2:13][CH2:12][C:28](=[O:29])[CH2:30][C@@H:31]2[N:16]([CH3:32])[CH2:15][CH2:14]3)=[CH:7][C:6]=1[O:17][CH3:18]. Given the reactants Cl.[F:2][CH:3]([F:19])[O:4][C:5]1[CH:10]=[CH:9][C:8]([C:11]2(/[CH:14]=[CH:15]/[NH2:16])[CH2:13][CH2:12]2)=[CH:7][C:6]=1[O:17][CH3:18].[O-]S([O-])(=O)=O.[Na+].[Na+].C[C:28]([CH:30]=[CH2:31])=[O:29].[CH2:32](Cl)Cl, predict the reaction product.